Dataset: Full USPTO retrosynthesis dataset with 1.9M reactions from patents (1976-2016). Task: Predict the reactants needed to synthesize the given product. (1) Given the product [C:28]1([C:19]2[CH:20]=[CH:21][CH:22]=[CH:23][CH:24]=2)[CH:29]=[CH:30][C:31]([C:6]([N:8]2[CH2:12][C:11](=[N:13][O:14][CH3:15])[CH2:10][C@H:9]2[C:16]([NH:34][C@@H:35]2[CH2:40][CH2:39][CH2:38][CH2:37][C@H:36]2[CH2:41][OH:42])=[O:18])=[O:7])=[CH:32][CH:33]=1, predict the reactants needed to synthesize it. The reactants are: C(O[C:6]([N:8]1[CH2:12][C:11](=[N:13][O:14][CH3:15])[CH2:10][C@H:9]1[C:16]([OH:18])=O)=[O:7])(C)(C)C.[C:19]1([C:28]2[CH:33]=[CH:32][CH:31]=[CH:30][CH:29]=2)[CH:24]=[CH:23][C:22](C(Cl)=O)=[CH:21][CH:20]=1.[NH2:34][C@@H:35]1[CH2:40][CH2:39][CH2:38][CH2:37][C@H:36]1[CH2:41][OH:42]. (2) Given the product [ClH:20].[ClH:20].[Br:1][C:2]1[C:6]([NH:7][CH3:8])=[C:5]([C:10]([NH2:9])=[O:11])[S:4][C:3]=1[C:15]1[CH:16]=[N:17][NH:18][CH:19]=1, predict the reactants needed to synthesize it. The reactants are: [Br:1][C:2]1[C:6]2[N:7](C)[C:8](C)(C)[NH:9][C:10](=[O:11])[C:5]=2[S:4][C:3]=1[C:15]1[CH:16]=[N:17][NH:18][CH:19]=1.[ClH:20]. (3) Given the product [C:24]([O:27][CH2:28][C:29]1[C:30]([N:44]2[N:53]=[CH:52][C:51]3[C:46](=[C:47]([F:58])[CH:48]=[C:49]([C:54]([CH3:56])([CH3:55])[CH3:57])[CH:50]=3)[C:45]2=[O:59])=[N:31][CH:32]=[CH:33][C:34]=1[C:2]1[CH:3]=[C:4]([NH:10][C:11]2[CH:23]=[C:14]3[CH2:15][N:16]([CH:19]4[CH2:22][O:21][CH2:20]4)[CH2:17][CH2:18][N:13]3[N:12]=2)[C:5](=[O:9])[N:6]([CH3:8])[N:7]=1)(=[O:26])[CH3:25], predict the reactants needed to synthesize it. The reactants are: Cl[C:2]1[CH:3]=[C:4]([NH:10][C:11]2[CH:23]=[C:14]3[CH2:15][N:16]([CH:19]4[CH2:22][O:21][CH2:20]4)[CH2:17][CH2:18][N:13]3[N:12]=2)[C:5](=[O:9])[N:6]([CH3:8])[N:7]=1.[C:24]([O:27][CH2:28][C:29]1[C:30]([N:44]2[N:53]=[CH:52][C:51]3[C:46](=[C:47]([F:58])[CH:48]=[C:49]([C:54]([CH3:57])([CH3:56])[CH3:55])[CH:50]=3)[C:45]2=[O:59])=[N:31][CH:32]=[CH:33][C:34]=1B1OC(C)(C)C(C)(C)O1)(=[O:26])[CH3:25].C1CCC(P(C2CCCCC2)C2CCCCC2)CC1.C([O-])([O-])=O.[Cs+].[Cs+].